Dataset: NCI-60 drug combinations with 297,098 pairs across 59 cell lines. Task: Regression. Given two drug SMILES strings and cell line genomic features, predict the synergy score measuring deviation from expected non-interaction effect. (1) Drug 1: C1=CC(=C2C(=C1NCCNCCO)C(=O)C3=C(C=CC(=C3C2=O)O)O)NCCNCCO. Drug 2: C1CN(CCN1C(=O)CCBr)C(=O)CCBr. Cell line: KM12. Synergy scores: CSS=37.0, Synergy_ZIP=-8.80, Synergy_Bliss=-7.02, Synergy_Loewe=2.59, Synergy_HSA=3.10. (2) Drug 1: C1=CC=C(C=C1)NC(=O)CCCCCCC(=O)NO. Drug 2: C1CN1C2=NC(=NC(=N2)N3CC3)N4CC4. Cell line: LOX IMVI. Synergy scores: CSS=57.6, Synergy_ZIP=4.36, Synergy_Bliss=5.89, Synergy_Loewe=10.3, Synergy_HSA=12.9. (3) Drug 1: C1CC(=O)NC(=O)C1N2C(=O)C3=CC=CC=C3C2=O. Drug 2: CC1CCCC2(C(O2)CC(NC(=O)CC(C(C(=O)C(C1O)C)(C)C)O)C(=CC3=CSC(=N3)C)C)C. Cell line: HS 578T. Synergy scores: CSS=54.9, Synergy_ZIP=1.46, Synergy_Bliss=-0.0311, Synergy_Loewe=-28.3, Synergy_HSA=0.529.